From a dataset of Full USPTO retrosynthesis dataset with 1.9M reactions from patents (1976-2016). Predict the reactants needed to synthesize the given product. (1) Given the product [C:11]([N:9]1[C:10]2[C:6](=[CH:5][CH:4]=[CH:3][C:2]=2[F:1])[C:7]([CH:23]([CH3:25])[CH3:24])=[N:8]1)#[CH:12], predict the reactants needed to synthesize it. The reactants are: [F:1][C:2]1[CH:3]=[CH:4][CH:5]=[C:6]2[C:10]=1[N:9]([C:11]#[C:12][Si](C(C)C)(C(C)C)C(C)C)[N:8]=[C:7]2[CH:23]([CH3:25])[CH3:24].[F-].C([N+](CCCC)(CCCC)CCCC)CCC. (2) Given the product [C:24]([O:23][C:21]([CH:18]1[CH2:19][CH2:20][N:15]([C:10]2[C:11]([C:13]#[N:14])=[CH:12][C:7]([C:6]([OH:30])=[O:5])=[C:8]([O:28][CH3:29])[N:9]=2)[CH2:16][CH2:17]1)=[O:22])([CH3:27])([CH3:26])[CH3:25], predict the reactants needed to synthesize it. The reactants are: [OH-].[Na+].C([O:5][C:6](=[O:30])[C:7]1[CH:12]=[C:11]([C:13]#[N:14])[C:10]([N:15]2[CH2:20][CH2:19][CH:18]([C:21]([O:23][C:24]([CH3:27])([CH3:26])[CH3:25])=[O:22])[CH2:17][CH2:16]2)=[N:9][C:8]=1[O:28][CH3:29])C.C(O)(C(F)(F)F)=O.C(Cl)Cl. (3) Given the product [CH2:8]([O:30][C:27]1[CH:28]=[CH:29][C:24]([CH2:23][CH2:22][CH2:21][C:20]2[CH:19]=[CH:18][C:17]([CH2:33][CH2:34][C:35]([O:37][CH2:38][CH3:1])=[O:36])=[CH:16][C:15]=2[O:14][CH2:10][CH2:11][CH2:12][CH3:13])=[CH:25][C:26]=1[O:31][CH3:32])[CH3:9], predict the reactants needed to synthesize it. The reactants are: [C:1](=O)([O-])[O-].[K+].[K+].I[CH2:8][CH3:9].[CH2:10]([O:14][C:15]1[CH:16]=[C:17]([CH2:33][CH2:34][C:35]([O:37][CH3:38])=[O:36])[CH:18]=[CH:19][C:20]=1[CH2:21][CH2:22][CH2:23][C:24]1[CH:29]=[CH:28][C:27]([OH:30])=[C:26]([O:31][CH3:32])[CH:25]=1)[CH2:11][CH2:12][CH3:13]. (4) Given the product [CH3:72][CH2:73][C@@H:74]([C:75]([O:77][C@@H:68]1[C@@H:67]2[C@@H:84]([CH2:85][CH2:4][C@H:5]3[O:6][C:13](=[O:14])[CH2:11][C@H:9]([OH:10])[CH2:7]3)[C@@H:82]([CH3:83])[CH:81]=[CH:80][C:66]2=[CH:65][C@H:64]([CH3:62])[CH2:69]1)=[O:76])[CH3:15], predict the reactants needed to synthesize it. The reactants are: [Cl-].[Na+].O[CH2:4][C:5]([C@H:7]([C@@H:9]([C@@H:11]([CH2:13][OH:14])O)[OH:10])O)=[O:6].[CH2:15](N(CC(O)=O)CC(O)=O)COCCOCCN(CC(O)=O)CC(O)=O.[Cl-].[K+].O.O.[Cl-].[Ca+2].[Cl-].CCOC([C@@H](N[C:62]([C:64]1[CH:69]=[CH:68][CH:67]=[CH:66][CH:65]=1)=O)CCCN=C(N)N)=O.NC[C:72](=O)[CH2:73][CH2:74][C:75]([OH:77])=[O:76].C[CH2:80][CH2:81][CH:82]([C:84]1(CC)C(=O)[N-]C(=O)N[C:85]1=O)[CH3:83].[Na+]. (5) Given the product [CH2:18]([NH:20][C:2]1[N:3]=[N+:4]([O-:17])[C:5]2[CH:14]=[C:13]3[C:9]([CH2:10][CH:11]([CH2:15][OH:16])[CH2:12]3)=[CH:8][C:6]=2[N:7]=1)[CH3:19], predict the reactants needed to synthesize it. The reactants are: Br[C:2]1[N:3]=[N+:4]([O-:17])[C:5]2[CH:14]=[C:13]3[C:9]([CH2:10][CH:11]([CH2:15][OH:16])[CH2:12]3)=[CH:8][C:6]=2[N:7]=1.[CH2:18]([NH2:20])[CH3:19].